Dataset: NCI-60 drug combinations with 297,098 pairs across 59 cell lines. Task: Regression. Given two drug SMILES strings and cell line genomic features, predict the synergy score measuring deviation from expected non-interaction effect. (1) Drug 1: C1=NC2=C(N=C(N=C2N1C3C(C(C(O3)CO)O)O)F)N. Drug 2: CC(C)(C#N)C1=CC(=CC(=C1)CN2C=NC=N2)C(C)(C)C#N. Cell line: PC-3. Synergy scores: CSS=9.91, Synergy_ZIP=-3.16, Synergy_Bliss=-1.31, Synergy_Loewe=-1.25, Synergy_HSA=-1.87. (2) Drug 1: C1CN(CCN1C(=O)CCBr)C(=O)CCBr. Drug 2: COCCOC1=C(C=C2C(=C1)C(=NC=N2)NC3=CC=CC(=C3)C#C)OCCOC.Cl. Cell line: HT29. Synergy scores: CSS=17.4, Synergy_ZIP=-3.53, Synergy_Bliss=-0.498, Synergy_Loewe=0.189, Synergy_HSA=-0.954.